This data is from Catalyst prediction with 721,799 reactions and 888 catalyst types from USPTO. The task is: Predict which catalyst facilitates the given reaction. (1) Reactant: [Br:1][C:2]1[CH:18]=[CH:17][C:5]([CH2:6][CH:7]2[CH2:12][C:11](=[O:13])[CH2:10][CH2:9][CH:8]2[C:14]([OH:16])=O)=[CH:4][CH:3]=1. Product: [Br:1][C:2]1[CH:3]=[C:4]2[C:5](=[CH:17][CH:18]=1)[CH2:6][CH:7]1[CH:8]([CH2:9][CH2:10][C:11](=[O:13])[CH2:12]1)[C:14]2=[O:16]. The catalyst class is: 6. (2) Reactant: [Br:1][C:2]1[C:3](F)=[C:4]([CH:7]=[CH:8][C:9]=1[I:10])[CH:5]=[O:6].C(=O)([O-])[O-].[K+].[K+].[CH3:18][C:19]([SH:22])([CH3:21])[CH3:20].O. Product: [Br:1][C:2]1[C:3]([S:22][C:19]([CH3:21])([CH3:20])[CH3:18])=[C:4]([CH:7]=[CH:8][C:9]=1[I:10])[CH:5]=[O:6]. The catalyst class is: 3. (3) Reactant: [F:1][C:2]([F:31])([F:30])[C:3]([C:9]1[CH:10]=[C:11]2[C:16](=[CH:17][CH:18]=1)[NH:15][CH:14]([CH2:19][C:20]([O:22][CH2:23][C:24]1[CH:29]=[CH:28][CH:27]=[CH:26][CH:25]=1)=[O:21])[CH2:13][CH2:12]2)([OH:8])[C:4]([F:7])([F:6])[F:5].[F:32][C:33]1[CH:38]=[CH:37][C:36]([S:39](Cl)(=[O:41])=[O:40])=[CH:35][CH:34]=1.N1C=CC=CC=1. Product: [F:32][C:33]1[CH:38]=[CH:37][C:36]([S:39]([N:15]2[C:16]3[C:11](=[CH:10][C:9]([C:3]([OH:8])([C:4]([F:7])([F:6])[F:5])[C:2]([F:1])([F:30])[F:31])=[CH:18][CH:17]=3)[CH2:12][CH2:13][CH:14]2[CH2:19][C:20]([O:22][CH2:23][C:24]2[CH:29]=[CH:28][CH:27]=[CH:26][CH:25]=2)=[O:21])(=[O:41])=[O:40])=[CH:35][CH:34]=1. The catalyst class is: 2. (4) Reactant: [Cl:1][C:2]1[CH:7]=[CH:6][C:5]([NH:8][C:9](=[O:19])[C:10]2[CH:15]=[CH:14][C:13]([O:16][CH3:17])=[CH:12][C:11]=2[OH:18])=[C:4]([F:20])[CH:3]=1.C(=O)([O-])[O-].[K+].[K+].[F:27][C:28]1[CH:35]=[C:34]([F:36])[CH:33]=[CH:32][C:29]=1[CH2:30]Br. Product: [Cl:1][C:2]1[CH:7]=[CH:6][C:5]([NH:8][C:9](=[O:19])[C:10]2[CH:15]=[CH:14][C:13]([O:16][CH3:17])=[CH:12][C:11]=2[O:18][CH2:30][C:29]2[CH:32]=[CH:33][C:34]([F:36])=[CH:35][C:28]=2[F:27])=[C:4]([F:20])[CH:3]=1. The catalyst class is: 21. (5) Reactant: [CH3:1][O:2][C:3](=[O:19])[C:4]1[CH:9]=[C:8]([Br:10])[C:7]([Cl:11])=[CH:6][C:5]=1[NH:12][C:13]([O:15][CH:16]([CH3:18])[CH3:17])=[O:14].C(=O)([O-])[O-].[Cs+].[Cs+].Br[CH2:27][CH2:28][CH2:29][C:30]([O:32][CH3:33])=[O:31]. Product: [CH3:1][O:2][C:3](=[O:19])[C:4]1[CH:9]=[C:8]([Br:10])[C:7]([Cl:11])=[CH:6][C:5]=1[N:12]([C:13]([O:15][CH:16]([CH3:17])[CH3:18])=[O:14])[CH2:27][CH2:28][CH2:29][C:30]([O:32][CH3:33])=[O:31]. The catalyst class is: 39. (6) Reactant: [CH:1]([C:4]1[C:10]([F:11])=[CH:9][CH:8]=[C:7]([CH:12]([CH3:14])[CH3:13])[C:5]=1[NH2:6])([CH3:3])[CH3:2].C(N(CC)C1C=CC=CC=1)C.[Br:26][CH2:27][C:28](Br)=[O:29]. Product: [Br:26][CH2:27][C:28]([NH:6][C:5]1[C:7]([CH:12]([CH3:14])[CH3:13])=[CH:8][CH:9]=[C:10]([F:11])[C:4]=1[CH:1]([CH3:3])[CH3:2])=[O:29]. The catalyst class is: 6.